From a dataset of Full USPTO retrosynthesis dataset with 1.9M reactions from patents (1976-2016). Predict the reactants needed to synthesize the given product. (1) Given the product [Br:1][C:2]1[CH:3]=[N+:4]([O-:33])[CH:5]=[CH:6][C:7]=1[C:8]1[O:9][C:10]2[CH:16]=[CH:15][C:14]([C:17]([F:20])([F:18])[F:19])=[CH:13][C:11]=2[N:12]=1, predict the reactants needed to synthesize it. The reactants are: [Br:1][C:2]1[CH:3]=[N:4][CH:5]=[CH:6][C:7]=1[C:8]1[O:9][C:10]2[CH:16]=[CH:15][C:14]([C:17]([F:20])([F:19])[F:18])=[CH:13][C:11]=2[N:12]=1.C(Cl)(Cl)Cl.ClC1C=CC=C(C(OO)=[O:33])C=1. (2) Given the product [CH3:42][O:41][C:38]1[CH:39]=[CH:40][C:35]([C:17]2[C:18]3[C:23]([NH:24][CH2:25][CH2:26][CH2:27][CH2:28][CH2:29][C:30]([O:32][CH3:33])=[O:31])=[N:22][CH:21]=[N:20][C:19]=3[O:34][C:16]=2[C:8]2[S:7][CH:11]=[CH:10][CH:9]=2)=[CH:36][CH:37]=1, predict the reactants needed to synthesize it. The reactants are: C(=O)([O-])[O-].[K+].[K+].[S:7]1[CH:11]=[CH:10][CH:9]=[C:8]1B(O)O.Br[C:16]1[O:34][C:19]2[N:20]=[CH:21][N:22]=[C:23]([NH:24][CH2:25][CH2:26][CH2:27][CH2:28][CH2:29][C:30]([O:32][CH3:33])=[O:31])[C:18]=2[C:17]=1[C:35]1[CH:40]=[CH:39][C:38]([O:41][CH3:42])=[CH:37][CH:36]=1. (3) Given the product [CH:24]([NH:27][C:4](=[O:6])[C:3]1[C:7]([F:11])=[CH:8][CH:9]=[CH:10][C:2]=1[F:1])([CH3:26])[CH3:25], predict the reactants needed to synthesize it. The reactants are: [F:1][C:2]1[CH:10]=[CH:9][CH:8]=[C:7]([F:11])[C:3]=1[C:4]([OH:6])=O.C(N1C=CN=C1)(N1C=CN=C1)=O.[CH:24]([NH2:27])([CH3:26])[CH3:25]. (4) Given the product [CH3:1][O:2][CH2:3][C:4]1[CH:9]=[C:8]([C:10]2[O:14][N:13]=[C:12]([C:15]3[CH:16]=[C:17]([CH:21]=[CH:22][CH:23]=3)[C:18]([N:36]([CH3:37])[CH2:35][C:34]([O:33][CH3:32])=[O:38])=[O:19])[N:11]=2)[CH:7]=[CH:6][C:5]=1[C:24]1[CH:29]=[CH:28][CH:27]=[CH:26][C:25]=1[CH3:30], predict the reactants needed to synthesize it. The reactants are: [CH3:1][O:2][CH2:3][C:4]1[CH:9]=[C:8]([C:10]2[O:14][N:13]=[C:12]([C:15]3[CH:16]=[C:17]([CH:21]=[CH:22][CH:23]=3)[C:18](Cl)=[O:19])[N:11]=2)[CH:7]=[CH:6][C:5]=1[C:24]1[CH:29]=[CH:28][CH:27]=[CH:26][C:25]=1[CH3:30].Cl.[CH3:32][O:33][C:34](=[O:38])[CH2:35][NH:36][CH3:37]. (5) Given the product [Cl:1][C:2]1[CH:3]=[C:4]2[C:8](=[CH:9][C:10]=1[F:11])[NH:7][C:6](=[O:12])[C:5]2([C:29]1[CH:30]=[CH:31][CH:32]=[CH:33][C:28]=1[O:27][CH2:25][CH3:26])[OH:13], predict the reactants needed to synthesize it. The reactants are: [Cl:1][C:2]1[CH:3]=[C:4]2[C:8](=[CH:9][C:10]=1[F:11])[NH:7][C:6](=[O:12])[C:5]2=[O:13].N1C2C(=CC=CC=2)C(=O)C1=O.[CH2:25]([O:27][C:28]1[CH:33]=[CH:32][CH:31]=[CH:30][C:29]=1I)[CH3:26]. (6) Given the product [C:27]([O:26][C:24]([N:14]1[CH2:15][CH2:16][CH:11]([C:9](=[O:10])[C:6]2[CH:7]=[CH:8][C:3]([Cl:2])=[CH:4][CH:5]=2)[CH2:12][CH2:13]1)=[O:25])([CH3:30])([CH3:29])[CH3:28], predict the reactants needed to synthesize it. The reactants are: Cl.[Cl:2][C:3]1[CH:8]=[CH:7][C:6]([C:9]([CH:11]2[CH2:16][CH2:15][NH:14][CH2:13][CH2:12]2)=[O:10])=[CH:5][CH:4]=1.C(N(CC)CC)C.[C:24](O[C:24]([O:26][C:27]([CH3:30])([CH3:29])[CH3:28])=[O:25])([O:26][C:27]([CH3:30])([CH3:29])[CH3:28])=[O:25]. (7) Given the product [CH2:18]([O:20][C:15]([C:10]1[CH:9]=[C:8]([C:5]2[CH:6]=[CH:7][C:2]([F:1])=[CH:3][CH:4]=2)[CH:13]=[C:12]([CH3:14])[N:11]=1)=[O:24])[CH3:19], predict the reactants needed to synthesize it. The reactants are: [F:1][C:2]1[CH:7]=[CH:6][C:5]([C:8]2[CH:13]=[C:12]([CH3:14])[N:11]=[C:10]([C:15]#N)[CH:9]=2)=[CH:4][CH:3]=1.O.[C:18](O)(=[O:20])[CH3:19].C([OH:24])C. (8) Given the product [Cl:7][C:8]1[N:9]=[N:10][CH:11]=[C:12]([N:22]2[CH2:21][CH2:20][N:19]3[C:23]([C:26]([F:29])([F:27])[F:28])=[N:24][CH:25]=[C:18]3[CH:17]2[CH3:16])[N:13]=1, predict the reactants needed to synthesize it. The reactants are: O1CCOCC1.[Cl:7][C:8]1[N:9]=[N:10][CH:11]=[C:12](Cl)[N:13]=1.Cl.[CH3:16][CH:17]1[NH:22][CH2:21][CH2:20][N:19]2[C:23]([C:26]([F:29])([F:28])[F:27])=[N:24][CH:25]=[C:18]12.C(N(C(C)C)CC)(C)C. (9) Given the product [Cl:43][C:44]1[CH:49]=[CH:48][C:47]([N:50]2[CH2:55][CH2:54][N:53]([C:16](=[O:18])[CH2:15][N:8]3[C:9]4=[N:10][CH:11]=[CH:12][CH:13]=[C:14]4[C:6]([C:2]4[NH:1][CH:5]=[CH:4][N:3]=4)=[N:7]3)[CH2:52][CH2:51]2)=[CH:46][C:45]=1[O:56][C:57]([F:60])([F:58])[F:59], predict the reactants needed to synthesize it. The reactants are: [NH:1]1[CH:5]=[CH:4][N:3]=[C:2]1[C:6]1[C:14]2[C:9](=[N:10][CH:11]=[CH:12][CH:13]=2)[N:8]([CH2:15][C:16]([OH:18])=O)[N:7]=1.CN(C(ON1N=NC2C=CC=CC1=2)=[N+](C)C)C.F[P-](F)(F)(F)(F)F.[Cl:43][C:44]1[CH:49]=[CH:48][C:47]([N:50]2[CH2:55][CH2:54][NH:53][CH2:52][CH2:51]2)=[CH:46][C:45]=1[O:56][C:57]([F:60])([F:59])[F:58].CCN(C(C)C)C(C)C. (10) The reactants are: [CH2:1]([NH:8][C:9]([C:11]1[S:12][CH:13]=[CH:14][C:15]=1[NH:16][C:17]1[C:18]2[CH:25]=[CH:24][NH:23][C:19]=2[N:20]=[CH:21][N:22]=1)=[O:10])C1C=CC=CC=1.[F:26][C:27]1[CH:35]=[CH:34][C:30]([CH2:31]CN)=[CH:29][CH:28]=1. Given the product [F:26][C:27]1[CH:35]=[CH:34][C:30]([CH2:31][CH2:1][NH:8][C:9]([C:11]2[S:12][CH:13]=[CH:14][C:15]=2[NH:16][C:17]2[C:18]3[CH:25]=[CH:24][NH:23][C:19]=3[N:20]=[CH:21][N:22]=2)=[O:10])=[CH:29][CH:28]=1, predict the reactants needed to synthesize it.